The task is: Predict the product of the given reaction.. This data is from Forward reaction prediction with 1.9M reactions from USPTO patents (1976-2016). (1) Given the reactants Cl[C:2]1[CH:3]=[CH:4][C:5]2[N:6]([N:8]=[C:9]([N:11]([C:29]3[CH:34]=[CH:33][C:32]([S:35]([CH3:38])(=[O:37])=[O:36])=[CH:31][C:30]=3[O:39][CH3:40])[C:12](=[O:28])[O:13][CH2:14][O:15][P:16]([O:23][C:24]([CH3:27])([CH3:26])[CH3:25])([O:18][C:19]([CH3:22])([CH3:21])[CH3:20])=[O:17])[N:10]=2)[CH:7]=1.[F:41][C:42]1[CH:47]=[CH:46][C:45]([C@@H:48]([CH3:61])[C:49]([NH:51][C:52]2[CH:57]=[CH:56][C:55](B(O)O)=[CH:54][CH:53]=2)=[O:50])=[CH:44][CH:43]=1.O.P([O-])([O-])([O-])=O.[K+].[K+].[K+].C1(P(C2CCCCC2)C2C=CC=CC=2C2C(OC)=CC=CC=2OC)CCCCC1, predict the reaction product. The product is: [F:41][C:42]1[CH:43]=[CH:44][C:45]([C@@H:48]([CH3:61])[C:49]([NH:51][C:52]2[CH:53]=[CH:54][C:55]([C:2]3[CH:3]=[CH:4][C:5]4[N:6]([N:8]=[C:9]([N:11]([C:29]5[CH:34]=[CH:33][C:32]([S:35]([CH3:38])(=[O:36])=[O:37])=[CH:31][C:30]=5[O:39][CH3:40])[C:12](=[O:28])[O:13][CH2:14][O:15][P:16]([O:23][C:24]([CH3:27])([CH3:26])[CH3:25])([O:18][C:19]([CH3:22])([CH3:21])[CH3:20])=[O:17])[N:10]=4)[CH:7]=3)=[CH:56][CH:57]=2)=[O:50])=[CH:46][CH:47]=1. (2) The product is: [Cl:1][C:2]1[C:3]([OH:36])=[C:4]([CH:8]=[C:9]([C:11]2[CH:12]=[C:13]3[C:19]([C:20]4[CH:25]=[CH:24][CH:23]=[CH:22][C:21]=4[O:26][CH3:27])=[N:18][NH:17][C:14]3=[N:15][CH:16]=2)[CH:10]=1)[C:5]([OH:7])=[O:6]. Given the reactants [Cl:1][C:2]1[C:3]([OH:36])=[C:4]([CH:8]=[C:9]([C:11]2[CH:12]=[C:13]3[C:19]([C:20]4[CH:25]=[CH:24][CH:23]=[CH:22][C:21]=4[O:26][CH3:27])=[N:18][N:17](COCC[Si](C)(C)C)[C:14]3=[N:15][CH:16]=2)[CH:10]=1)[C:5]([OH:7])=[O:6].Cl(O)(=O)(=O)=O.O, predict the reaction product. (3) The product is: [CH2:15]([NH:14][C:2]1[S:3][C:4]2[CH2:13][CH2:12][C:11]3[C:6](=[CH:7][CH:8]=[CH:9][CH:10]=3)[C:5]=2[N:1]=1)[CH2:16][CH3:17]. Given the reactants [N:1]1[C:5]2[C:6]3[C:11]([CH2:12][CH2:13][C:4]=2[S:3][C:2]=1[NH:14][C:15](=O)[CH2:16][CH3:17])=[CH:10][CH:9]=[CH:8][CH:7]=3.[H-].[Al+3].[Li+].[H-].[H-].[H-].O.O.O.O.O.O.O.O.O.O.[O-]S([O-])(=O)=O.[Na+].[Na+], predict the reaction product. (4) Given the reactants [N:1]1([C:11]2[CH:19]=[CH:18][C:14]([C:15]([OH:17])=[O:16])=[C:13]([O:20][CH3:21])[CH:12]=2)[C:10]2[C:5](=[CH:6][CH:7]=[CH:8][CH:9]=2)[NH:4][CH2:3][CH2:2]1.Cl[CH2:23]Cl.ClC(Cl)(O[C:29](=[O:35])OC(Cl)(Cl)Cl)Cl.Cl.Cl.[NH:39]1[CH2:43][CH2:42][CH:41]([C:44]2[CH:45]=[N:46][NH:47][CH:48]=2)[CH2:40]1, predict the reaction product. The product is: [CH3:23][O:16][C:15](=[O:17])[C:14]1[CH:18]=[CH:19][C:11]([N:1]2[C:10]3[C:5](=[CH:6][CH:7]=[CH:8][CH:9]=3)[N:4]([C:29]([N:39]3[CH2:43][CH2:42][CH:41]([C:44]4[CH:45]=[N:46][NH:47][CH:48]=4)[CH2:40]3)=[O:35])[CH2:3][CH2:2]2)=[CH:12][C:13]=1[O:20][CH3:21]. (5) Given the reactants [F:1][C:2]([F:10])([F:9])[C:3]([CH3:8])([CH3:7])[C:4]([OH:6])=[O:5].C(Cl)(=O)C(Cl)=O.C(N(CC)CC)C.[CH2:24](O)[CH2:25][CH2:26][CH3:27], predict the reaction product. The product is: [CH2:24]([O:5][C:4](=[O:6])[C:3]([CH3:8])([CH3:7])[C:2]([F:10])([F:9])[F:1])[CH2:25][CH2:26][CH3:27]. (6) Given the reactants [Cl:1][C:2]1[CH:3]=[C:4]([OH:11])[C:5]([N+:8]([O-:10])=[O:9])=[N:6][CH:7]=1.C1(P(C2C=CC=CC=2)C2C=CC=CC=2)C=CC=CC=1.C1[CH2:35][O:34][CH2:33][CH2:32]1, predict the reaction product. The product is: [Cl:1][C:2]1[CH:3]=[C:4]([O:11][CH2:32][CH2:33][O:34][CH3:35])[C:5]([N+:8]([O-:10])=[O:9])=[N:6][CH:7]=1. (7) Given the reactants [N:1]1[CH:6]=[CH:5][C:4]([CH2:7][NH:8][C:9]2[N:17]=[C:16]3[C:12]([NH:13][C:14](=[O:27])[N:15]3[CH2:18][C:19]3[CH:24]=[CH:23][C:22]([CH2:25]Cl)=[CH:21][CH:20]=3)=[C:11]([NH2:28])[N:10]=2)=[CH:3][CH:2]=1.[CH3:29][NH:30][CH3:31], predict the reaction product. The product is: [NH2:28][C:11]1[N:10]=[C:9]([NH:8][CH2:7][C:4]2[CH:5]=[CH:6][N:1]=[CH:2][CH:3]=2)[N:17]=[C:16]2[C:12]=1[NH:13][C:14](=[O:27])[N:15]2[CH2:18][C:19]1[CH:24]=[CH:23][C:22]([CH2:25][N:30]([CH3:31])[CH3:29])=[CH:21][CH:20]=1.